This data is from Reaction yield outcomes from USPTO patents with 853,638 reactions. The task is: Predict the reaction yield, written as a fraction of the theoretical maximum amount of product (1.0 means a 100% yield; for example, 0.34 means a 34% yield). The reactants are [C:1]([C:5]1[CH:6]=[C:7]2[C:12](=[C:13]([F:15])[CH:14]=1)[C:11](=[O:16])[N:10]([CH2:17][C:18]1[CH:23]=[CH:22][C:21]([C:24]3[CH:29]=[CH:28][N:27]=[C:26]([O:30]C)[CH:25]=3)=[CH:20][C:19]=1[CH2:32][OH:33])[N:9]=[CH:8]2)([CH3:4])([CH3:3])[CH3:2].C[Si](Cl)(C)C.[Na+].[I-].[O-]S([O-])(=S)=O.[Na+].[Na+].C([O-])(O)=O.[Na+]. The catalyst is CC#N. The product is [C:1]([C:5]1[CH:6]=[C:7]2[C:12](=[C:13]([F:15])[CH:14]=1)[C:11](=[O:16])[N:10]([CH2:17][C:18]1[CH:23]=[CH:22][C:21]([C:24]3[CH:29]=[CH:28][NH:27][C:26](=[O:30])[CH:25]=3)=[CH:20][C:19]=1[CH2:32][OH:33])[N:9]=[CH:8]2)([CH3:4])([CH3:2])[CH3:3]. The yield is 0.240.